Dataset: Merck oncology drug combination screen with 23,052 pairs across 39 cell lines. Task: Regression. Given two drug SMILES strings and cell line genomic features, predict the synergy score measuring deviation from expected non-interaction effect. Drug 1: N#Cc1ccc(Cn2cncc2CN2CCN(c3cccc(Cl)c3)C(=O)C2)cc1. Drug 2: NC1(c2ccc(-c3nc4ccn5c(=O)[nH]nc5c4cc3-c3ccccc3)cc2)CCC1. Cell line: NCIH1650. Synergy scores: synergy=27.0.